From a dataset of Forward reaction prediction with 1.9M reactions from USPTO patents (1976-2016). Predict the product of the given reaction. (1) Given the reactants [OH:1][C@@H:2]([CH2:6][CH3:7])[C:3]([O-:5])=[O:4].[Na+].S(=O)(=O)(O)O.C(=O)(O)[O-].[K+], predict the reaction product. The product is: [OH:1][C@@H:2]([CH2:6][CH3:7])[C:3]([O:5][CH2:3][CH2:2][CH2:6][CH3:7])=[O:4]. (2) Given the reactants [N:1]12[CH2:8][CH2:7][CH:4]([CH2:5][CH2:6]1)[C@H:3]([NH:9][C:10]([C:12]1[CH:13]=[CH:14][CH:15]=[C:16]3[O:20][C:19]([CH2:21][C:22]4[CH:27]=[CH:26][CH:25]=[CH:24][CH:23]=4)=[N:18][C:17]=13)=[O:11])[CH2:2]2.[ClH:28], predict the reaction product. The product is: [ClH:28].[N:1]12[CH2:8][CH2:7][CH:4]([CH2:5][CH2:6]1)[C@H:3]([NH:9][C:10]([C:12]1[CH:13]=[CH:14][CH:15]=[C:16]3[O:20][C:19]([CH2:21][C:22]4[CH:27]=[CH:26][CH:25]=[CH:24][CH:23]=4)=[N:18][C:17]=13)=[O:11])[CH2:2]2.